From a dataset of Catalyst prediction with 721,799 reactions and 888 catalyst types from USPTO. Predict which catalyst facilitates the given reaction. (1) Reactant: [Br:1][C:2]1[CH:3]=[C:4]([C:20]([OH:22])=[O:21])[C:5]2[C:6]3[CH2:7][CH:8]([C:15]([O:17][CH2:18][CH3:19])=[O:16])[CH2:9][CH2:10][C:11]=3[NH:12][C:13]=2[CH:14]=1.ClC(Cl)(Cl)C(=N)O[C:27]([CH3:30])([CH3:29])[CH3:28].B(F)(F)F.CCOCC.C([O-])(O)=O.[Na+]. Product: [Br:1][C:2]1[CH:3]=[C:4]([C:20]([O:22][C:27]([CH3:30])([CH3:29])[CH3:28])=[O:21])[C:5]2[C:6]3[CH:7]=[C:8]([C:15]([O:17][CH2:18][CH3:19])=[O:16])[CH:9]=[CH:10][C:11]=3[NH:12][C:13]=2[CH:14]=1. The catalyst class is: 1. (2) Reactant: C([O:3][CH:4](OCC)[C:5]1[CH:36]=[CH:35][C:8]([CH2:9][N:10]([CH2:26][CH2:27][CH2:28][N:29]2[CH2:34][CH2:33][O:32][CH2:31][CH2:30]2)[C:11]([NH:13][C@H:14]([C:16]2[C:25]3[C:20](=[CH:21][CH:22]=[CH:23][CH:24]=3)[CH:19]=[CH:18][CH:17]=2)[CH3:15])=[O:12])=[CH:7][CH:6]=1)C.O.C(=O)(O)[O-].[Na+]. Product: [CH:4]([C:5]1[CH:36]=[CH:35][C:8]([CH2:9][N:10]([CH2:26][CH2:27][CH2:28][N:29]2[CH2:34][CH2:33][O:32][CH2:31][CH2:30]2)[C:11]([NH:13][C@H:14]([C:16]2[C:25]3[C:20](=[CH:21][CH:22]=[CH:23][CH:24]=3)[CH:19]=[CH:18][CH:17]=2)[CH3:15])=[O:12])=[CH:7][CH:6]=1)=[O:3]. The catalyst class is: 52. (3) Reactant: [O:1]=[C:2]1[NH:3][C:4]2[C:9](/[C:10]/1=[CH:11]\[C:12]1[CH:17]=[CH:16][CH:15]=[CH:14][C:13]=1[CH2:18][CH2:19][C:20]([O:22]CC)=[O:21])=[CH:8][CH:7]=[CH:6][CH:5]=2.[OH-].[Na+].Cl. Product: [O:1]=[C:2]1[C:10](=[CH:11][C:12]2[CH:17]=[CH:16][CH:15]=[CH:14][C:13]=2[CH2:18][CH2:19][C:20]([OH:22])=[O:21])[C:9]2[C:4](=[CH:5][CH:6]=[CH:7][CH:8]=2)[NH:3]1. The catalyst class is: 8. (4) Reactant: [F:1][C:2]([CH3:36])([CH3:35])[CH2:3][N:4]1[CH2:9][CH2:8][CH:7]([CH2:10][O:11][C:12]2[CH:17]=[CH:16][C:15]([C:18]3[C:19]([C:24]([N:26]4[CH2:30][C@H:29]([OH:31])[CH2:28][C@H:27]4[C:32]([OH:34])=O)=[O:25])=[CH:20][CH:21]=[CH:22][CH:23]=3)=[CH:14][CH:13]=2)[CH2:6][CH2:5]1.[Cl-].[NH4+].C(Cl)CCl.C1C=CC2N(O)N=[N:49]C=2C=1.CCN(C(C)C)C(C)C. Product: [F:1][C:2]([CH3:35])([CH3:36])[CH2:3][N:4]1[CH2:9][CH2:8][CH:7]([CH2:10][O:11][C:12]2[CH:17]=[CH:16][C:15]([C:18]3[C:19]([C:24]([N:26]4[CH2:30][C@H:29]([OH:31])[CH2:28][C@H:27]4[C:32]([NH2:49])=[O:34])=[O:25])=[CH:20][CH:21]=[CH:22][CH:23]=3)=[CH:14][CH:13]=2)[CH2:6][CH2:5]1. The catalyst class is: 18.